From a dataset of Reaction yield outcomes from USPTO patents with 853,638 reactions. Predict the reaction yield, written as a fraction of the theoretical maximum amount of product (1.0 means a 100% yield; for example, 0.34 means a 34% yield). (1) The yield is 0.445. The catalyst is C1COCC1.CO. The reactants are [F:1][C:2]1[CH:7]=[CH:6][C:5]([C@@H:8]2[N:14]([C:15]([N:17]3[CH2:22][CH2:21][O:20][CH2:19][CH2:18]3)=[O:16])[CH2:13][C:12]3[CH:23]=[CH:24][C:25]([C:27](OC)=[O:28])=[CH:26][C:11]=3[O:10][CH2:9]2)=[CH:4][CH:3]=1.[NH2:31][OH:32].[OH-].[Na+]. The product is [F:1][C:2]1[CH:7]=[CH:6][C:5]([C@@H:8]2[N:14]([C:15]([N:17]3[CH2:22][CH2:21][O:20][CH2:19][CH2:18]3)=[O:16])[CH2:13][C:12]3[CH:23]=[CH:24][C:25]([C:27]([NH:31][OH:32])=[O:28])=[CH:26][C:11]=3[O:10][CH2:9]2)=[CH:4][CH:3]=1. (2) The reactants are [F:1][C:2]1[CH:3]=[C:4]([C:8]2[N:9]=[C:10]([C:17]3[C:18]([CH3:26])=[N:19][N:20]4[CH:25]=[CH:24][CH:23]=[CH:22][C:21]=34)[S:11][C:12]=2[C:13]([O:15]C)=[O:14])[CH:5]=[CH:6][CH:7]=1.O1CCCC1.[OH-].[Na+].Cl. The catalyst is CO. The product is [F:1][C:2]1[CH:3]=[C:4]([C:8]2[N:9]=[C:10]([C:17]3[C:18]([CH3:26])=[N:19][N:20]4[CH:25]=[CH:24][CH:23]=[CH:22][C:21]=34)[S:11][C:12]=2[C:13]([OH:15])=[O:14])[CH:5]=[CH:6][CH:7]=1. The yield is 0.910. (3) The reactants are [Cl:1][C:2]1[N:7]=[C:6]([N:8]([CH:16]2[CH2:20][CH2:19][CH2:18][CH2:17]2)[C@H:9]([CH2:14][CH3:15])[C:10](OC)=[O:11])[C:5]([N+:21]([O-])=O)=[CH:4][N:3]=1.[H][H]. The catalyst is C(O)(=O)C.[Ni]. The product is [Cl:1][C:2]1[N:3]=[CH:4][C:5]2[NH:21][C:10](=[O:11])[C@@H:9]([CH2:14][CH3:15])[N:8]([CH:16]3[CH2:20][CH2:19][CH2:18][CH2:17]3)[C:6]=2[N:7]=1. The yield is 0.667. (4) The reactants are [CH2:1]([O:3][C:4]([C:6]1[C:11](=[O:12])[CH:10]=[C:9]([C:13]([CH3:16])([CH3:15])[CH3:14])O[CH:7]=1)=[O:5])[CH3:2].C([O-])(=O)C.[NH4+:21].C(O)(=O)C. The catalyst is C(O)C.O. The product is [CH2:1]([O:3][C:4](=[O:5])[C:6]1[C:11]([OH:12])=[CH:10][C:9]([C:13]([CH3:16])([CH3:15])[CH3:14])=[N:21][CH:7]=1)[CH3:2]. The yield is 0.760. (5) The reactants are [CH3:1][O:2][C:3]1[C:7]([C:8]([OH:10])=O)=[CH:6][N:5]([CH3:11])[N:4]=1.O1CCCC1.C(Cl)(=O)C(Cl)=O.[NH2:23][C:24]1[CH:25]=[C:26]([CH:43]=[CH:44][C:45]=1[F:46])[O:27][C:28]1[CH:29]=[CH:30][C:31]2[N:32]([CH:34]=[C:35]([NH:37][C:38]([CH:40]3[CH2:42][CH2:41]3)=[O:39])[N:36]=2)[N:33]=1. The catalyst is CN(C)C=O.CN(C)C(=O)C. The product is [CH:40]1([C:38]([NH:37][C:35]2[N:36]=[C:31]3[CH:30]=[CH:29][C:28]([O:27][C:26]4[CH:43]=[CH:44][C:45]([F:46])=[C:24]([NH:23][C:8]([C:7]5[C:3]([O:2][CH3:1])=[N:4][N:5]([CH3:11])[CH:6]=5)=[O:10])[CH:25]=4)=[N:33][N:32]3[CH:34]=2)=[O:39])[CH2:41][CH2:42]1. The yield is 0.280. (6) The reactants are [N:1]1([CH2:8][C:9]2[CH:10]=[C:11]([C:15]3[CH:19]=[C:18]([CH2:20][CH:21]([CH3:23])[CH3:22])[S:17][C:16]=3[S:24]([NH:27]C(C)(C)C)(=[O:26])=[O:25])[CH:12]=[CH:13][CH:14]=2)[C:5](=[O:6])[CH2:4][CH2:3][C:2]1=[O:7].B(Cl)(Cl)Cl.N1(C2C=CC=CN=2)CCCC1.Cl[C:48]([O:50][CH2:51][CH2:52][CH2:53][CH3:54])=[O:49].C(O)(=O)CC(CC(O)=O)(C(O)=O)O. The catalyst is C(Cl)Cl. The product is [CH2:51]([O:50][C:48]([NH:27][S:24]([C:16]1[S:17][C:18]([CH2:20][CH:21]([CH3:23])[CH3:22])=[CH:19][C:15]=1[C:11]1[CH:12]=[CH:13][CH:14]=[C:9]([CH2:8][N:1]2[C:5](=[O:6])[CH2:4][CH2:3][C:2]2=[O:7])[CH:10]=1)(=[O:25])=[O:26])=[O:49])[CH2:52][CH2:53][CH3:54]. The yield is 0.760. (7) The reactants are [Si]([O:18][CH2:19][CH2:20][CH:21]1[CH2:23][CH:22]1[C@@H:24]([NH:29][C:30](=[O:39])[O:31][CH2:32][C:33]1[CH:38]=[CH:37][CH:36]=[CH:35][CH:34]=1)[CH2:25][CH:26]([CH3:28])[CH3:27])(C(C)(C)C)(C1C=CC=CC=1)C1C=CC=CC=1.CCCC[N+](CCCC)(CCCC)CCCC.[F-]. The catalyst is C1COCC1. The product is [OH:18][CH2:19][CH2:20][CH:21]1[CH2:23][CH:22]1[C@@H:24]([NH:29][C:30](=[O:39])[O:31][CH2:32][C:33]1[CH:34]=[CH:35][CH:36]=[CH:37][CH:38]=1)[CH2:25][CH:26]([CH3:27])[CH3:28]. The yield is 0.920. (8) The reactants are [F:1][C:2]1[CH:7]=[CH:6][C:5]([C:8]2[O:9][CH:10]=[C:11]([C:13]([CH3:17])([CH3:16])[CH2:14][NH2:15])[N:12]=2)=[CH:4][CH:3]=1.[F:18][C:19]([F:35])([F:34])[C:20]1[O:24][N:23]=[C:22]([C:25]2[CH:26]=[N:27][CH:28]=[C:29]([CH:33]=2)[C:30](O)=[O:31])[N:21]=1. No catalyst specified. The product is [F:1][C:2]1[CH:3]=[CH:4][C:5]([C:8]2[O:9][CH:10]=[C:11]([C:13]([CH3:17])([CH3:16])[CH2:14][NH:15][C:30](=[O:31])[C:29]3[CH:33]=[C:25]([C:22]4[N:21]=[C:20]([C:19]([F:35])([F:34])[F:18])[O:24][N:23]=4)[CH:26]=[N:27][CH:28]=3)[N:12]=2)=[CH:6][CH:7]=1. The yield is 0.130.